Predict which catalyst facilitates the given reaction. From a dataset of Catalyst prediction with 721,799 reactions and 888 catalyst types from USPTO. Reactant: [Li]CCCC.C(NC(C)C)(C)C.[Cl:13][C:14]1[CH:19]=[CH:18][C:17]([CH2:20][C:21]([O:23][CH3:24])=[O:22])=[CH:16][CH:15]=1.[Li+].CC([N-]C(C)C)C.Br[CH2:34][C:35]([O:37][C:38]([CH3:41])([CH3:40])[CH3:39])=[O:36]. Product: [Cl:13][C:14]1[CH:15]=[CH:16][C:17]([CH:20]([CH2:34][C:35]([O:37][C:38]([CH3:41])([CH3:40])[CH3:39])=[O:36])[C:21]([O:23][CH3:24])=[O:22])=[CH:18][CH:19]=1. The catalyst class is: 1.